This data is from Forward reaction prediction with 1.9M reactions from USPTO patents (1976-2016). The task is: Predict the product of the given reaction. (1) The product is: [C:1]([C:5]1[CH:10]=[CH:9][C:8]([C:11]2[CH:12]=[CH:13][CH:14]=[C:15]3[C:19]=2[CH:18]=[C:17]([CH:20]2[CH2:22][CH2:21]2)[CH:16]3[Si:32]([CH:24]2[C:16]3[C:27](=[C:11]([C:8]4[CH:9]=[CH:10][C:5]([C:1]([CH3:4])([CH3:2])[CH3:3])=[CH:6][CH:7]=4)[CH:19]=[CH:18][CH:17]=3)[CH:26]=[C:25]2[CH:20]2[CH2:21][CH2:22]2)([CH3:34])[CH3:33])=[CH:7][CH:6]=1)([CH3:4])([CH3:2])[CH3:3]. Given the reactants [C:1]([C:5]1[CH:10]=[CH:9][C:8]([C:11]2[CH:12]=[CH:13][CH:14]=[C:15]3[C:19]=2[CH2:18][C:17]([CH:20]2[CH2:22][CH2:21]2)=[CH:16]3)=[CH:7][CH:6]=1)([CH3:4])([CH3:3])[CH3:2].[Li][CH2:24][CH2:25][CH2:26][CH3:27].C([Cu])#N.Cl[Si:32](Cl)([CH3:34])[CH3:33], predict the reaction product. (2) Given the reactants [Cl:1][C:2]1[N:7]=[C:6](Cl)[C:5]2[CH2:9][CH2:10][CH2:11][C:4]=2[N:3]=1.[C:12]([NH2:16])([CH3:15])([CH3:14])[CH3:13], predict the reaction product. The product is: [C:12]([NH:16][C:6]1[C:5]2[CH2:9][CH2:10][CH2:11][C:4]=2[N:3]=[C:2]([Cl:1])[N:7]=1)([CH3:15])([CH3:14])[CH3:13]. (3) Given the reactants [C:1]([O:4][CH2:5][C:6]1[CH:11]=[CH:10][CH:9]=[C:8]([CH2:12][CH2:13][O:14]C2CCCCO2)[CH:7]=1)(=[O:3])[CH3:2], predict the reaction product. The product is: [C:1]([O:4][CH2:5][C:6]1[CH:11]=[CH:10][CH:9]=[C:8]([CH2:12][CH2:13][OH:14])[CH:7]=1)(=[O:3])[CH3:2]. (4) Given the reactants C(OC([N:8]1[CH2:12][CH:11]([O:13][CH3:14])[CH:10]([N:15]2[CH:19]=[N:18][N:17]=[C:16]2[C:20]2[C:25]([NH:26][S:27]([C:30]3[CH:35]=[CH:34][C:33]([Cl:36])=[C:32]([C:37]([F:40])([F:39])[F:38])[CH:31]=3)(=[O:29])=[O:28])=[CH:24][C:23]([Cl:41])=[CH:22][N:21]=2)[CH2:9]1)=O)(C)(C)C.C(O)(C(F)(F)F)=O.C(Cl)Cl, predict the reaction product. The product is: [Cl:36][C:33]1[CH:34]=[CH:35][C:30]([S:27]([NH:26][C:25]2[C:20]([C:16]3[N:15]([CH:10]4[CH:11]([O:13][CH3:14])[CH2:12][NH:8][CH2:9]4)[CH:19]=[N:18][N:17]=3)=[N:21][CH:22]=[C:23]([Cl:41])[CH:24]=2)(=[O:29])=[O:28])=[CH:31][C:32]=1[C:37]([F:39])([F:40])[F:38]. (5) Given the reactants [NH2:1][C@@H:2]([CH3:19])[CH2:3][N:4]1[CH:8]=[CH:7][C:6]([C:9]2[CH:16]=[C:15]([F:17])[C:12]([C:13]#[N:14])=[C:11]([Cl:18])[CH:10]=2)=[N:5]1.[OH:20][C:21]([C:24]1[O:28][N:27]=[C:26]([C:29](O)=[O:30])[CH:25]=1)([CH3:23])[CH3:22], predict the reaction product. The product is: [Cl:18][C:11]1[CH:10]=[C:9]([C:6]2[CH:7]=[CH:8][N:4]([CH2:3][C@@H:2]([NH:1][C:29]([C:26]3[CH:25]=[C:24]([C:21]([OH:20])([CH3:22])[CH3:23])[O:28][N:27]=3)=[O:30])[CH3:19])[N:5]=2)[CH:16]=[C:15]([F:17])[C:12]=1[C:13]#[N:14]. (6) Given the reactants Cl.Cl[C:3]1[NH:4][C:5](=[O:14])[C:6]2[CH:12]=[CH:11][C:10]([CH3:13])=[N:9][C:7]=2[N:8]=1.[C:15]1([CH2:21][CH2:22][CH2:23][CH2:24][CH2:25][OH:26])[CH:20]=[CH:19][CH:18]=[CH:17][CH:16]=1.CC([O-])(C)C.[K+], predict the reaction product. The product is: [CH3:13][C:10]1[CH:11]=[CH:12][C:6]2[C:5](=[O:14])[NH:4][C:3]([O:26][CH2:25][CH2:24][CH2:23][CH2:22][CH2:21][C:15]3[CH:16]=[CH:17][CH:18]=[CH:19][CH:20]=3)=[N:8][C:7]=2[N:9]=1. (7) Given the reactants [O:1]1[C:5]2[CH:6]=[CH:7][CH:8]=[CH:9][C:4]=2[N:3]=[C:2]1[S:10][CH2:11][CH2:12][CH2:13][N:14]1[CH2:19][CH2:18][N:17]([CH2:20][C:21]([NH:23][C:24]2[C:29]([CH:30]([CH3:32])[CH3:31])=[CH:28][CH:27]=[C:26]([OH:33])[C:25]=2[CH:34]([CH3:36])[CH3:35])=[O:22])[CH2:16][CH2:15]1.[CH:37](N(CC)C(C)C)(C)C.C[Si](C=[N+]=[N-])(C)C.CCCCCC, predict the reaction product. The product is: [O:1]1[C:5]2[CH:6]=[CH:7][CH:8]=[CH:9][C:4]=2[N:3]=[C:2]1[S:10][CH2:11][CH2:12][CH2:13][N:14]1[CH2:19][CH2:18][N:17]([CH2:20][C:21]([NH:23][C:24]2[C:29]([CH:30]([CH3:32])[CH3:31])=[CH:28][CH:27]=[C:26]([O:33][CH3:37])[C:25]=2[CH:34]([CH3:36])[CH3:35])=[O:22])[CH2:16][CH2:15]1. (8) The product is: [CH2:1]([O:3][C:4](=[O:31])[CH2:5][N:6]([C:21]([O:23][CH2:24][C:25]1[CH:26]=[CH:27][CH:28]=[CH:29][CH:30]=1)=[O:22])[CH2:7][CH2:8][NH:9][N:10]1[C:18](=[O:19])[C:17]2[C:12](=[CH:13][CH:14]=[CH:15][CH:16]=2)[C:11]1=[O:20])[CH3:2]. Given the reactants [CH2:1]([O:3][C:4](=[O:31])[CH2:5][N:6]([C:21]([O:23][CH2:24][C:25]1[CH:30]=[CH:29][CH:28]=[CH:27][CH:26]=1)=[O:22])[CH2:7]/[CH:8]=[N:9]/[N:10]1[C:18](=[O:19])[C:17]2[C:12](=[CH:13][CH:14]=[CH:15][CH:16]=2)[C:11]1=[O:20])[CH3:2].C([BH3-])#N.[Na+].C(O)(=O)C, predict the reaction product.